Dataset: Catalyst prediction with 721,799 reactions and 888 catalyst types from USPTO. Task: Predict which catalyst facilitates the given reaction. (1) Reactant: [N:1]1([CH:10]2[CH2:14][CH2:13][N:12]([C:15]([O:17][C:18]([CH3:21])([CH3:20])[CH3:19])=[O:16])[CH2:11]2)[C:9]2[C:4](=[CH:5][CH:6]=[CH:7][CH:8]=2)[CH2:3][CH2:2]1.C1C(=O)N([Br:29])C(=O)C1. Product: [Br:29][C:6]1[CH:5]=[C:4]2[C:9](=[CH:8][CH:7]=1)[N:1]([CH:10]1[CH2:14][CH2:13][N:12]([C:15]([O:17][C:18]([CH3:21])([CH3:20])[CH3:19])=[O:16])[CH2:11]1)[CH2:2][CH2:3]2. The catalyst class is: 18. (2) Reactant: [CH3:1][O:2][C:3]([C:5]1[C:18]2[C:9](=[N:10][C:11]3[C:16]([N:17]=2)=[C:15]2[CH:19]=[CH:20][CH:21]=[C:22]([O:23][CH3:24])[C:14]2=[CH:13][CH:12]=3)[CH:8]=[CH:7][C:6]=1F)=[O:4].[N-:26]=[N+]=[N-].[Na+].[OH-].[Na+]. Product: [CH3:1][O:2][C:3]([C:5]1[C:18]2[C:9](=[N:10][C:11]3[C:16]([N:17]=2)=[C:15]2[CH:19]=[CH:20][CH:21]=[C:22]([O:23][CH3:24])[C:14]2=[CH:13][CH:12]=3)[CH:8]=[CH:7][C:6]=1[NH2:26])=[O:4]. The catalyst class is: 35.